From a dataset of Reaction yield outcomes from USPTO patents with 853,638 reactions. Predict the reaction yield, written as a fraction of the theoretical maximum amount of product (1.0 means a 100% yield; for example, 0.34 means a 34% yield). (1) The reactants are Cl[C:2]1[N:3]=[C:4]([N:14]2[CH2:19][CH2:18][O:17][CH2:16][CH2:15]2)[C:5]2[CH2:10][N:9]([C:11](=[O:13])[CH3:12])[CH2:8][C:6]=2[N:7]=1.[CH2:20]([NH:22][C:23]([NH:25][C:26]1[CH:31]=[CH:30][C:29](B2OC(C)(C)C(C)(C)O2)=[C:28]([F:41])[CH:27]=1)=[O:24])[CH3:21]. No catalyst specified. The product is [C:11]([N:9]1[CH2:10][C:5]2[C:4]([N:14]3[CH2:19][CH2:18][O:17][CH2:16][CH2:15]3)=[N:3][C:2]([C:29]3[CH:30]=[CH:31][C:26]([NH:25][C:23]([NH:22][CH2:20][CH3:21])=[O:24])=[CH:27][C:28]=3[F:41])=[N:7][C:6]=2[CH2:8]1)(=[O:13])[CH3:12]. The yield is 0.0800. (2) The reactants are [Br:1][C:2]1[CH:7]=[CH:6][CH:5]=[C:4]([NH:8][C:9]([NH2:11])=[S:10])[N:3]=1.Cl[CH2:13][CH:14]=O. The catalyst is C(O)C.O. The product is [Br:1][C:2]1[N:3]=[C:4]([NH:8][C:9]2[S:10][CH:13]=[CH:14][N:11]=2)[CH:5]=[CH:6][CH:7]=1. The yield is 0.960. (3) The reactants are [Cl:1][C:2]1[CH:7]=[CH:6][C:5]([C:8]2[C:12]3[CH2:13][N:14]([S:17]([CH3:20])(=[O:19])=[O:18])[CH2:15][CH2:16][C:11]=3[N:10]([CH2:21][CH2:22][CH2:23][N:24]3[CH2:29][CH2:28][O:27][CH2:26][CH2:25]3)[N:9]=2)=[CH:4][C:3]=1[C:30]#[C:31][C:32]1[CH:33]=[C:34]2[C:38](=[CH:39][CH:40]=1)[NH:37][CH:36]=[CH:35]2. The catalyst is O=[Pt]=O.CCO.CCOC(C)=O. The product is [Cl:1][C:2]1[CH:7]=[CH:6][C:5]([C:8]2[C:12]3[CH2:13][N:14]([S:17]([CH3:20])(=[O:19])=[O:18])[CH2:15][CH2:16][C:11]=3[N:10]([CH2:21][CH2:22][CH2:23][N:24]3[CH2:25][CH2:26][O:27][CH2:28][CH2:29]3)[N:9]=2)=[CH:4][C:3]=1[CH2:30][CH2:31][C:32]1[CH:33]=[C:34]2[C:38](=[CH:39][CH:40]=1)[NH:37][CH:36]=[CH:35]2. The yield is 0.850. (4) The reactants are [N+:1]([C:4]1[CH:5]=[C:6]([CH:9]=[CH:10][CH:11]=1)[CH2:7]Br)([O-:3])=[O:2].[P:12]([O:19]CC)([O:16][CH2:17][CH3:18])[O:13][CH2:14][CH3:15]. The catalyst is C1(C)C=CC=CC=1. The product is [N+:1]([C:4]1[CH:5]=[C:6]([CH:9]=[CH:10][CH:11]=1)[CH2:7][P:12](=[O:19])([O:16][CH2:17][CH3:18])[O:13][CH2:14][CH3:15])([O-:3])=[O:2]. The yield is 0.680. (5) The reactants are [CH2:1]([O:8][C:9]1[CH:14]=[CH:13][C:12]([C:15](=[O:18])[CH2:16][CH3:17])=[CH:11][CH:10]=1)[C:2]1[CH:7]=[CH:6][CH:5]=[CH:4][CH:3]=1.[Br:19]Br.O. The catalyst is C(O)(=O)C. The product is [CH2:1]([O:8][C:9]1[CH:10]=[CH:11][C:12]([C:15](=[O:18])[CH:16]([Br:19])[CH3:17])=[CH:13][CH:14]=1)[C:2]1[CH:3]=[CH:4][CH:5]=[CH:6][CH:7]=1. The yield is 0.970. (6) The reactants are Cl[C:2]1[C:3]2[CH:10]=[CH:9][NH:8][C:4]=2[N:5]=[CH:6][N:7]=1.[F:11][C:12]([F:28])([C:21]1[CH:26]=[CH:25][C:24]([F:27])=[CH:23][CH:22]=1)[CH2:13][N:14]1[CH2:19][CH2:18][CH:17]([NH2:20])[CH2:16][CH2:15]1.CCN(C(C)C)C(C)C. The catalyst is CCCCO. The product is [F:28][C:12]([F:11])([C:21]1[CH:26]=[CH:25][C:24]([F:27])=[CH:23][CH:22]=1)[CH2:13][N:14]1[CH2:19][CH2:18][CH:17]([NH:20][C:2]2[C:3]3[CH:10]=[CH:9][NH:8][C:4]=3[N:5]=[CH:6][N:7]=2)[CH2:16][CH2:15]1. The yield is 0.700. (7) The reactants are [CH3:1][O:2][C:3](=[O:16])[C:4]1[CH:9]=[C:8](I)[C:7]([C:11]([F:14])([F:13])[F:12])=[CH:6][C:5]=1[NH2:15].[N:17]1[CH:22]=[C:21](B(O)O)[CH:20]=[N:19][CH:18]=1.C(Cl)Cl.C([O-])([O-])=O.[Cs+].[Cs+]. The catalyst is COCCOC.C1C=CC(P(C2C=CC=CC=2)[C-]2C=CC=C2)=CC=1.C1C=CC(P(C2C=CC=CC=2)[C-]2C=CC=C2)=CC=1.Cl[Pd]Cl.[Fe+2]. The product is [CH3:1][O:2][C:3](=[O:16])[C:4]1[CH:9]=[C:8]([C:21]2[CH:22]=[N:17][CH:18]=[N:19][CH:20]=2)[C:7]([C:11]([F:14])([F:13])[F:12])=[CH:6][C:5]=1[NH2:15]. The yield is 0.410. (8) The reactants are [CH2:1]([N:8]([CH2:18][C:19]1[CH:24]=[CH:23][CH:22]=[CH:21][CH:20]=1)[CH:9]([CH2:13][O:14][CH:15]([F:17])[F:16])[C:10]([OH:12])=O)[C:2]1[CH:7]=[CH:6][CH:5]=[CH:4][CH:3]=1.C(N(CC)CC)C.ClC(OCC(C)C)=O.[F:40][C:41]1[CH:42]=[C:43]([CH:46]=[CH:47][C:48]=1[F:49])[CH2:44][NH2:45]. The catalyst is C1COCC1.C(OCC)(=O)C. The product is [CH2:18]([N:8]([CH2:1][C:2]1[CH:3]=[CH:4][CH:5]=[CH:6][CH:7]=1)[CH:9]([CH2:13][O:14][CH:15]([F:16])[F:17])[C:10]([NH:45][CH2:44][C:43]1[CH:46]=[CH:47][C:48]([F:49])=[C:41]([F:40])[CH:42]=1)=[O:12])[C:19]1[CH:24]=[CH:23][CH:22]=[CH:21][CH:20]=1. The yield is 0.775.